This data is from Catalyst prediction with 721,799 reactions and 888 catalyst types from USPTO. The task is: Predict which catalyst facilitates the given reaction. (1) Reactant: [CH3:1][N:2]1[CH:11]=[CH:10][C:9]2[C:4](=[CH:5][CH:6]=[C:7](B3OC(C)(C)C(C)(C)O3)[CH:8]=2)[C:3]1=[O:21].Br[C:23]1[CH:28]=[CH:27][CH:26]=[CH:25][N:24]=1.C([O-])(O)=O.[Na+]. Product: [CH3:1][N:2]1[CH:11]=[CH:10][C:9]2[C:4](=[CH:5][CH:6]=[C:7]([C:23]3[CH:28]=[CH:27][CH:26]=[CH:25][N:24]=3)[CH:8]=2)[C:3]1=[O:21]. The catalyst class is: 418. (2) Reactant: [F:1][C:2]1[C:7]([O:8][CH3:9])=[CH:6][C:5]([O:10][CH3:11])=[C:4]([F:12])[C:3]=1[N:13]1[CH2:18][C:17]2[CH:19]=[N:20][C:21]3[N:25](S(C4C=CC=CC=4)(=O)=O)[C:24]([CH2:35][CH2:36][N:37]4[CH2:42][CH2:41][O:40][CH2:39][CH2:38]4)=[CH:23][C:22]=3[C:16]=2[N:15]([CH3:43])[C:14]1=[O:44].CC(C)([O-])C.[K+]. Product: [F:1][C:2]1[C:7]([O:8][CH3:9])=[CH:6][C:5]([O:10][CH3:11])=[C:4]([F:12])[C:3]=1[N:13]1[CH2:18][C:17]2[CH:19]=[N:20][C:21]3[NH:25][C:24]([CH2:35][CH2:36][N:37]4[CH2:38][CH2:39][O:40][CH2:41][CH2:42]4)=[CH:23][C:22]=3[C:16]=2[N:15]([CH3:43])[C:14]1=[O:44]. The catalyst class is: 7. (3) Reactant: [NH2:1][C:2]1[N:7]=[C:6]([NH:8][C:9]2[CH:14]=[CH:13][C:12]([C:15]([N:17]3[CH2:22][CH2:21][O:20][CH2:19][CH2:18]3)=[O:16])=[CH:11][CH:10]=2)[N:5]=[C:4]([C:23]2[C:24]([CH2:42][O:43][Si](C(C)(C)C)(C)C)=[C:25]([NH:29][C:30](=[O:41])[C:31]3[CH:36]=[CH:35][C:34]([C:37]([CH3:40])([CH3:39])[CH3:38])=[CH:33][CH:32]=3)[CH:26]=[CH:27][CH:28]=2)[N:3]=1. Product: [NH2:1][C:2]1[N:7]=[C:6]([NH:8][C:9]2[CH:14]=[CH:13][C:12]([C:15]([N:17]3[CH2:18][CH2:19][O:20][CH2:21][CH2:22]3)=[O:16])=[CH:11][CH:10]=2)[N:5]=[C:4]([C:23]2[C:24]([CH2:42][OH:43])=[C:25]([NH:29][C:30](=[O:41])[C:31]3[CH:36]=[CH:35][C:34]([C:37]([CH3:40])([CH3:38])[CH3:39])=[CH:33][CH:32]=3)[CH:26]=[CH:27][CH:28]=2)[N:3]=1. The catalyst class is: 1. (4) Reactant: [CH3:1][N:2]([CH3:20])[CH2:3][CH2:4][CH2:5][NH:6][C:7](=[O:19])[CH2:8][CH2:9][CH2:10][CH2:11][CH2:12][CH2:13][CH2:14][CH2:15][CH2:16][CH2:17][CH3:18].[CH2:21]([Cl:28])[C:22]1[CH:27]=[CH:26][CH:25]=[CH:24][CH:23]=1. Product: [Cl-:28].[CH3:20][N+:2]([CH2:21][C:22]1[CH:27]=[CH:26][CH:25]=[CH:24][CH:23]=1)([CH3:1])[CH2:3][CH2:4][CH2:5][NH:6][C:7](=[O:19])[CH2:8][CH2:9][CH2:10][CH2:11][CH2:12][CH2:13][CH2:14][CH2:15][CH2:16][CH2:17][CH3:18]. The catalyst class is: 21. (5) Reactant: N[C:2]1C=C(Br)C=CC=1C(OC)=O.[Br:13][C:14]1[CH:22]=[CH:21][C:17]([C:18]([OH:20])=[O:19])=[C:16]([N+:23]([O-:25])=[O:24])[CH:15]=1.N12CCCN=C1CCCCC2.IC. Product: [Br:13][C:14]1[CH:22]=[CH:21][C:17]([C:18]([O:20][CH3:2])=[O:19])=[C:16]([N+:23]([O-:25])=[O:24])[CH:15]=1. The catalyst class is: 18. (6) Reactant: [Li].[Br:2][C:3]1[CH:8]=[C:7]([F:9])[CH:6]=[CH:5][C:4]=1[C@H:10]1[C:15]([C:16]([O:18][C@H:19](C)[C:20](OCC)=O)=[O:17])=[C:14]([CH2:26][N:27]2[CH2:32][CH2:31][O:30][CH2:29][CH2:28]2)[NH:13][C:12]([C:33]2[S:34][CH:35]=[CH:36][N:37]=2)=[N:11]1. Product: [Br:2][C:3]1[CH:8]=[C:7]([F:9])[CH:6]=[CH:5][C:4]=1[C@H:10]1[C:15]([C:16]([O:18][CH2:19][CH3:20])=[O:17])=[C:14]([CH2:26][N:27]2[CH2:28][CH2:29][O:30][CH2:31][CH2:32]2)[NH:13][C:12]([C:33]2[S:34][CH:35]=[CH:36][N:37]=2)=[N:11]1. The catalyst class is: 8. (7) Reactant: C[O:2][C:3]([C@H:5]1[CH2:10][CH2:9][C@H:8]([CH2:11][N:12]2[C:21](=[O:22])[CH2:20][C:19]3[C:14](=[CH:15][CH:16]=[CH:17][CH:18]=3)[C:13]2=[O:23])[CH2:7][CH2:6]1)=[O:4].[OH-].[Na+].Cl. Product: [O:23]=[C:13]1[C:14]2[C:19](=[CH:18][CH:17]=[CH:16][CH:15]=2)[CH2:20][C:21](=[O:22])[N:12]1[CH2:11][C@H:8]1[CH2:9][CH2:10][C@H:5]([C:3]([OH:4])=[O:2])[CH2:6][CH2:7]1. The catalyst class is: 5. (8) Reactant: [C:1]1(=[O:39])[N:5]([O:6][CH2:7][CH2:8][N:9]([CH2:24][CH2:25][O:26][Si](C(C)(C)C)(C)C)[CH2:10][CH2:11][O:12][N:13]2[C:17](=[O:18])[C:16]3=[CH:19][CH:20]=[CH:21][CH:22]=[C:15]3[C:14]2=[O:23])[C:4](=[O:34])[C:3]2=[CH:35][CH:36]=[CH:37][CH:38]=[C:2]12. Product: [C:14]1(=[O:23])[N:13]([O:12][CH2:11][CH2:10][N:9]([CH2:24][CH2:25][OH:26])[CH2:8][CH2:7][O:6][N:5]2[C:1](=[O:39])[C:2]3=[CH:38][CH:37]=[CH:36][CH:35]=[C:3]3[C:4]2=[O:34])[C:17](=[O:18])[C:16]2=[CH:19][CH:20]=[CH:21][CH:22]=[C:15]12. The catalyst class is: 1.